Dataset: TCR-epitope binding with 47,182 pairs between 192 epitopes and 23,139 TCRs. Task: Binary Classification. Given a T-cell receptor sequence (or CDR3 region) and an epitope sequence, predict whether binding occurs between them. (1) The epitope is IVTDFSVIK. The TCR CDR3 sequence is CSARGPRGAGDYSNQPQHF. Result: 1 (the TCR binds to the epitope). (2) The epitope is EPLPQGQLTAY. The TCR CDR3 sequence is CASSLAGGYGYTF. Result: 0 (the TCR does not bind to the epitope).